This data is from Full USPTO retrosynthesis dataset with 1.9M reactions from patents (1976-2016). The task is: Predict the reactants needed to synthesize the given product. (1) Given the product [CH2:22]([O:24][C:25](=[O:31])/[CH:26]=[CH:27]/[C:28]([N:8]1[C:7]2[CH:6]=[CH:5][CH:4]=[C:3]([CH2:1][CH3:2])[C:12]=2[O:11][CH:10]([CH:13]([CH3:14])[CH3:15])[CH2:9]1)=[O:29])[CH3:23], predict the reactants needed to synthesize it. The reactants are: [CH2:1]([C:3]1[C:12]2[O:11][CH:10]([CH:13]([CH3:15])[CH3:14])[CH2:9][NH:8][C:7]=2[CH:6]=[CH:5][CH:4]=1)[CH3:2].N1C=CC=CC=1.[CH2:22]([O:24][C:25](=[O:31])/[CH:26]=[CH:27]/[C:28](Cl)=[O:29])[CH3:23].O. (2) Given the product [Br:11][C:4]1[C:5]([OH:10])=[C:6]([CH:9]=[C:2]([Cl:1])[CH:3]=1)[CH:7]=[O:8], predict the reactants needed to synthesize it. The reactants are: [Cl:1][C:2]1[CH:3]=[CH:4][C:5]([OH:10])=[C:6]([CH:9]=1)[CH:7]=[O:8].[Br:11]N1C(=O)CCC1=O. (3) Given the product [CH2:19]([N:10]1[C:11]2[C:7](=[CH:6][CH:5]=[CH:4][C:3]=2[CH:1]=[CH2:2])[CH:8]=[CH:9]1)[CH2:18][CH2:17][CH:16]=[CH2:15], predict the reactants needed to synthesize it. The reactants are: [CH:1]([C:3]1[CH:4]=[CH:5][CH:6]=[C:7]2[C:11]=1[NH:10][CH:9]=[CH:8]2)=[CH2:2].[H-].[Na+].Br[CH2:15][CH2:16][CH2:17][CH:18]=[CH2:19].O. (4) Given the product [Cl:38][C:14]1[CH:13]=[C:12]([CH:17]=[CH:16][C:15]=1[CH:18]([CH3:37])[C:19]([OH:36])([C:24]1[CH:25]=[CH:26][C:27]2[O:32][CH2:31][C:30](=[O:33])[N:29]([CH3:34])[C:28]=2[CH:35]=1)[C:20]([F:21])([F:22])[F:23])[O:11][C:8]1[N:9]=[CH:10][C:5]([C:3]([OH:4])=[O:2])=[N:6][CH:7]=1, predict the reactants needed to synthesize it. The reactants are: C[O:2][C:3]([C:5]1[CH:10]=[N:9][C:8]([O:11][C:12]2[CH:17]=[CH:16][C:15]([CH:18]([CH3:37])[C:19]([OH:36])([C:24]3[CH:25]=[CH:26][C:27]4[O:32][CH2:31][C:30](=[O:33])[N:29]([CH3:34])[C:28]=4[CH:35]=3)[C:20]([F:23])([F:22])[F:21])=[C:14]([Cl:38])[CH:13]=2)=[CH:7][N:6]=1)=[O:4].[OH-].[Na+].O.Cl.